This data is from Merck oncology drug combination screen with 23,052 pairs across 39 cell lines. The task is: Regression. Given two drug SMILES strings and cell line genomic features, predict the synergy score measuring deviation from expected non-interaction effect. (1) Drug 1: COC12C(COC(N)=O)C3=C(C(=O)C(C)=C(N)C3=O)N1CC1NC12. Drug 2: NC1(c2ccc(-c3nc4ccn5c(=O)[nH]nc5c4cc3-c3ccccc3)cc2)CCC1. Cell line: A427. Synergy scores: synergy=19.9. (2) Drug 1: CC(C)CC(NC(=O)C(Cc1ccccc1)NC(=O)c1cnccn1)B(O)O. Drug 2: COC1CC2CCC(C)C(O)(O2)C(=O)C(=O)N2CCCCC2C(=O)OC(C(C)CC2CCC(OP(C)(C)=O)C(OC)C2)CC(=O)C(C)C=C(C)C(O)C(OC)C(=O)C(C)CC(C)C=CC=CC=C1C. Cell line: A375. Synergy scores: synergy=-23.3. (3) Drug 1: CN(C)C(=N)N=C(N)N. Drug 2: C=CCn1c(=O)c2cnc(Nc3ccc(N4CCN(C)CC4)cc3)nc2n1-c1cccc(C(C)(C)O)n1. Cell line: OCUBM. Synergy scores: synergy=3.18. (4) Drug 1: N#Cc1ccc(Cn2cncc2CN2CCN(c3cccc(Cl)c3)C(=O)C2)cc1. Drug 2: CC1(c2nc3c(C(N)=O)cccc3[nH]2)CCCN1. Cell line: SW620. Synergy scores: synergy=-3.52. (5) Drug 1: CC(C)CC(NC(=O)C(Cc1ccccc1)NC(=O)c1cnccn1)B(O)O. Drug 2: Cc1nc(Nc2ncc(C(=O)Nc3c(C)cccc3Cl)s2)cc(N2CCN(CCO)CC2)n1. Cell line: A2780. Synergy scores: synergy=27.4. (6) Drug 1: CC(=O)OC1C(=O)C2(C)C(O)CC3OCC3(OC(C)=O)C2C(OC(=O)c2ccccc2)C2(O)CC(OC(=O)C(O)C(NC(=O)c3ccccc3)c3ccccc3)C(C)=C1C2(C)C. Drug 2: C#Cc1cccc(Nc2ncnc3cc(OCCOC)c(OCCOC)cc23)c1. Cell line: LOVO. Synergy scores: synergy=29.4. (7) Drug 1: O=S1(=O)NC2(CN1CC(F)(F)F)C1CCC2Cc2cc(C=CCN3CCC(C(F)(F)F)CC3)ccc2C1. Drug 2: Cn1nnc2c(C(N)=O)ncn2c1=O. Cell line: CAOV3. Synergy scores: synergy=4.14. (8) Drug 1: O=C(NOCC(O)CO)c1ccc(F)c(F)c1Nc1ccc(I)cc1F. Drug 2: Cn1cc(-c2cnn3c(N)c(Br)c(C4CCCNC4)nc23)cn1. Cell line: HCT116. Synergy scores: synergy=0.645.